From a dataset of TCR-epitope binding with 47,182 pairs between 192 epitopes and 23,139 TCRs. Binary Classification. Given a T-cell receptor sequence (or CDR3 region) and an epitope sequence, predict whether binding occurs between them. The epitope is LSDDAVVCFNSTY. The TCR CDR3 sequence is CASSLDGVDTQYF. Result: 0 (the TCR does not bind to the epitope).